From a dataset of Catalyst prediction with 721,799 reactions and 888 catalyst types from USPTO. Predict which catalyst facilitates the given reaction. (1) Reactant: [NH2:1][C:2]1[CH:3]=[C:4]([NH:8][C:9]([NH:11][C:12]2[CH:17]=[CH:16][CH:15]=[C:14]([CH2:18][O:19][CH2:20][CH2:21][O:22][CH2:23][CH2:24][CH2:25][CH2:26][CH2:27][CH2:28][N:29]3[CH2:33][C@@H:32]([C:34]4[CH:45]=[CH:44][C:37]5[O:38][C:39]([CH3:43])([CH3:42])[O:40][CH2:41][C:36]=5[CH:35]=4)[O:31][C:30]3=[O:46])[CH:13]=2)=[O:10])[CH:5]=[CH:6][CH:7]=1.Cl.[C:48](Cl)(=[O:55])[C:49]1[CH:54]=[CH:53][CH:52]=[N:51][CH:50]=1.C(=O)(O)[O-].[Na+]. Product: [CH3:43][C:39]1([CH3:42])[O:38][C:37]2[CH:44]=[CH:45][C:34]([C@H:32]3[O:31][C:30](=[O:46])[N:29]([CH2:28][CH2:27][CH2:26][CH2:25][CH2:24][CH2:23][O:22][CH2:21][CH2:20][O:19][CH2:18][C:14]4[CH:13]=[C:12]([NH:11][C:9]([NH:8][C:4]5[CH:3]=[C:2]([NH:1][C:48]([C:49]6[CH:50]=[N:51][CH:52]=[CH:53][CH:54]=6)=[O:55])[CH:7]=[CH:6][CH:5]=5)=[O:10])[CH:17]=[CH:16][CH:15]=4)[CH2:33]3)=[CH:35][C:36]=2[CH2:41][O:40]1. The catalyst class is: 17. (2) Reactant: [O:1]1[C:5]2[CH:6]=[CH:7][CH:8]=[CH:9][C:4]=2[N:3]=[C:2]1[C:10]1[CH:11]=[CH:12][C:13]([NH:17][CH:18]2[CH2:23][CH2:22][O:21][CH2:20][CH2:19]2)=[C:14]([CH:16]=1)[NH2:15].[CH:24](OCC)(OCC)OCC.O.C1(C)C=CC(S(O)(=O)=O)=CC=1.C(OCC)(=O)C. Product: [O:1]1[C:5]2[CH:6]=[CH:7][CH:8]=[CH:9][C:4]=2[N:3]=[C:2]1[C:10]1[CH:11]=[CH:12][C:13]2[N:17]([CH:18]3[CH2:23][CH2:22][O:21][CH2:20][CH2:19]3)[CH:24]=[N:15][C:14]=2[CH:16]=1. The catalyst class is: 6. (3) Reactant: [Cl:1][C:2]1[N:3]=[C:4](Cl)[C:5]2[CH:10]=[CH:9][N:8]([S:11]([C:14]3[CH:20]=[CH:19][C:17]([CH3:18])=[CH:16][CH:15]=3)(=[O:13])=[O:12])[C:6]=2[N:7]=1.[NH2:22][CH:23]1[CH2:28][CH2:27][N:26]([C:29]([O:31][C:32]([CH3:35])([CH3:34])[CH3:33])=[O:30])[CH2:25][CH2:24]1.O.CCOC(C)=O. Product: [Cl:1][C:2]1[N:3]=[C:4]([NH:22][CH:23]2[CH2:24][CH2:25][N:26]([C:29]([O:31][C:32]([CH3:35])([CH3:34])[CH3:33])=[O:30])[CH2:27][CH2:28]2)[C:5]2[CH:10]=[CH:9][N:8]([S:11]([C:14]3[CH:20]=[CH:19][C:17]([CH3:18])=[CH:16][CH:15]=3)(=[O:13])=[O:12])[C:6]=2[N:7]=1. The catalyst class is: 12. (4) Reactant: [CH2:1]([O:3][C:4](=[O:34])[CH:5]([C:9]1[C:10]([C:23]2[CH:28]=[CH:27][C:26]([CH3:29])=[CH:25][C:24]=2[O:30]CC=C)=[C:11]2[C:18]3[CH2:19][CH2:20][CH2:21][CH2:22][C:17]=3[S:16][C:12]2=[N:13][C:14]=1[CH3:15])[O:6][CH2:7][CH3:8])[CH3:2].CN1C(=O)CC(=O)N(C)C1=O. Product: [CH2:1]([O:3][C:4](=[O:34])[CH:5]([O:6][CH2:7][CH3:8])[C:9]1[C:10]([C:23]2[CH:28]=[CH:27][C:26]([CH3:29])=[CH:25][C:24]=2[OH:30])=[C:11]2[C:18]3[CH2:19][CH2:20][CH2:21][CH2:22][C:17]=3[S:16][C:12]2=[N:13][C:14]=1[CH3:15])[CH3:2]. The catalyst class is: 4. (5) Product: [C:18]([O:10][C:6]1[C:7](=[O:9])[CH:8]=[C:3]([CH2:2][O:1][C:27](=[O:29])[CH2:16][CH3:17])[O:4][CH:5]=1)(=[O:21])[CH2:19][CH3:20]. The catalyst class is: 4. Reactant: [OH:1][CH2:2][C:3]1[O:4][CH:5]=[C:6]([OH:10])[C:7](=[O:9])[CH:8]=1.C(N([CH2:16][CH3:17])CC)C.[C:18](O[C:18](=[O:21])[CH2:19][CH3:20])(=[O:21])[CH2:19][CH3:20].[C:27](OCC)(=[O:29])C. (6) Reactant: [CH2:1]([O:3][C:4]1[CH:9]=[CH:8][C:7]([C:10]2[CH:11]=[C:12]3[C:16](=[CH:17][CH:18]=2)[C:15](=[O:19])[O:14][CH2:13]3)=[C:6]([OH:20])[C:5]=1[O:21][CH3:22])[CH3:2].C(=O)([O-])[O-].[K+].[K+].[CH2:29](Br)[CH:30]([CH3:32])[CH3:31]. Product: [CH2:1]([O:3][C:4]1[CH:9]=[CH:8][C:7]([C:10]2[CH:11]=[C:12]3[C:16](=[CH:17][CH:18]=2)[C:15](=[O:19])[O:14][CH2:13]3)=[C:6]([O:20][CH2:29][CH:30]([CH3:32])[CH3:31])[C:5]=1[O:21][CH3:22])[CH3:2]. The catalyst class is: 10. (7) The catalyst class is: 3. Reactant: [CH2:1]([O:8][C:9]([N:11]1[CH2:16][CH2:15][N:14]([C:17]([O:19][C:20]([CH3:23])([CH3:22])[CH3:21])=[O:18])[CH2:13][CH:12]1[C:24]([OH:26])=O)=[O:10])[C:2]1[CH:7]=[CH:6][CH:5]=[CH:4][CH:3]=1.O[N:28]1[C:32]2[CH:33]=CC=C[C:31]=2N=N1.Cl.CN(C)CCCN=C=NCC.CN1CCOCC1.C(N)(C)C. Product: [CH:32]([NH:28][C:24]([CH:12]1[CH2:13][N:14]([C:17]([O:19][C:20]([CH3:23])([CH3:22])[CH3:21])=[O:18])[CH2:15][CH2:16][N:11]1[C:9]([O:8][CH2:1][C:2]1[CH:3]=[CH:4][CH:5]=[CH:6][CH:7]=1)=[O:10])=[O:26])([CH3:33])[CH3:31]. (8) Reactant: C(OC(=O)[NH:7][C:8]1[CH:13]=[C:12]([NH:14][CH2:15][CH:16]([CH3:18])[CH3:17])[C:11]([C:19]([F:22])([F:21])[F:20])=[CH:10][C:9]=1[NH:23][C:24](=[O:35])[CH2:25][C:26]([C:28]1[CH:33]=[CH:32][CH:31]=[C:30]([Br:34])[CH:29]=1)=O)(C)(C)C.C(O)(C(F)(F)F)=O. Product: [Br:34][C:30]1[CH:29]=[C:28]([C:26]2[CH2:25][C:24](=[O:35])[NH:23][C:9]3[CH:10]=[C:11]([C:19]([F:22])([F:21])[F:20])[C:12]([NH:14][CH2:15][CH:16]([CH3:17])[CH3:18])=[CH:13][C:8]=3[N:7]=2)[CH:33]=[CH:32][CH:31]=1. The catalyst class is: 2. (9) Reactant: [NH2:1][C:2]1[CH:9]=[CH:8][CH:7]=[CH:6][C:3]=1CN.Cl[C:11]1[NH:12]C2C=CC=CC=2[N:15]=1. The catalyst class is: 2. Product: [N:1]1[C:2]2[CH:9]=[CH:8][CH:7]=[CH:6][C:3]=2[NH:12][C:11]=1[NH2:15].